Dataset: Forward reaction prediction with 1.9M reactions from USPTO patents (1976-2016). Task: Predict the product of the given reaction. (1) Given the reactants [CH:1]1([S:6]([C:9]2[CH:10]=[C:11]([C:15]#[C:16][CH2:17][CH2:18][CH2:19][O:20][CH2:21][CH2:22][CH2:23][CH2:24][CH2:25][CH2:26][N:27]3[CH2:31][C@@H:30]([C:32]4[CH:43]=[CH:42][C:35]5[O:36][C:37]([CH3:41])([CH3:40])[O:38][CH2:39][C:34]=5[CH:33]=4)[O:29][C:28]3=[O:44])[CH:12]=[CH:13][CH:14]=2)(=[O:8])=[O:7])[CH2:5][CH2:4][CH2:3][CH2:2]1.[H][H], predict the reaction product. The product is: [CH:1]1([S:6]([C:9]2[CH:10]=[C:11]([CH2:15][CH2:16][CH2:17][CH2:18][CH2:19][O:20][CH2:21][CH2:22][CH2:23][CH2:24][CH2:25][CH2:26][N:27]3[CH2:31][C@@H:30]([C:32]4[CH:43]=[CH:42][C:35]5[O:36][C:37]([CH3:40])([CH3:41])[O:38][CH2:39][C:34]=5[CH:33]=4)[O:29][C:28]3=[O:44])[CH:12]=[CH:13][CH:14]=2)(=[O:7])=[O:8])[CH2:2][CH2:3][CH2:4][CH2:5]1. (2) Given the reactants [NH:1]1[CH2:6][CH2:5][CH2:4][C@H:3]([NH:7][C:8](=[O:14])[O:9][C:10]([CH3:13])([CH3:12])[CH3:11])[CH2:2]1.[CH3:15][O:16][C:17]1[C:18](=O)[C:19](=[O:23])[C:20]=1[O:21]C, predict the reaction product. The product is: [CH3:15][O:16][C:17]1[C:20](=[O:21])[C:19](=[O:23])[C:18]=1[N:1]1[CH2:6][CH2:5][CH2:4][C@H:3]([NH:7][C:8](=[O:14])[O:9][C:10]([CH3:11])([CH3:13])[CH3:12])[CH2:2]1. (3) Given the reactants C(O)C.O.[C:5]1([CH3:15])[CH:10]=[CH:9][C:8]([S:11]([OH:14])(=[O:13])=[O:12])=[CH:7][CH:6]=1.[CH:16]1([N:20]2[CH2:25][CH2:24][CH:23]([O:26][C:27]3[CH:33]=[CH:32][C:30]([NH2:31])=[CH:29][CH:28]=3)[CH2:22][CH2:21]2)[CH2:19][CH2:18][CH2:17]1, predict the reaction product. The product is: [C:5]1([CH3:15])[CH:6]=[CH:7][C:8]([S:11]([OH:14])(=[O:12])=[O:13])=[CH:9][CH:10]=1.[CH:16]1([N:20]2[CH2:25][CH2:24][CH:23]([O:26][C:27]3[CH:28]=[CH:29][C:30]([NH2:31])=[CH:32][CH:33]=3)[CH2:22][CH2:21]2)[CH2:19][CH2:18][CH2:17]1. (4) Given the reactants [OH:1][C:2]1([CH2:36][CH:37]=C)[CH2:7][CH2:6][CH:5]([N:8]2[C:13](=[O:14])[C:12]([CH2:15][C:16]3[CH:21]=[CH:20][C:19]([C:22]4[C:23]([C:28]#[N:29])=[CH:24][CH:25]=[CH:26][CH:27]=4)=[CH:18][CH:17]=3)=[C:11]([CH2:30][CH2:31][CH3:32])[N:10]3[N:33]=[CH:34][N:35]=[C:9]23)[CH2:4][CH2:3]1.I([O-])(=O)(=O)=[O:40].[Na+].CC(C)=O.C(#N)C, predict the reaction product. The product is: [OH:1][C:2]1([CH2:36][CH2:37][OH:40])[CH2:7][CH2:6][CH:5]([N:8]2[C:13](=[O:14])[C:12]([CH2:15][C:16]3[CH:17]=[CH:18][C:19]([C:22]4[C:23]([C:28]#[N:29])=[CH:24][CH:25]=[CH:26][CH:27]=4)=[CH:20][CH:21]=3)=[C:11]([CH2:30][CH2:31][CH3:32])[N:10]3[N:33]=[CH:34][N:35]=[C:9]23)[CH2:4][CH2:3]1. (5) Given the reactants [Cl:1][C:2]1[CH:7]=[C:6]([Cl:8])[CH:5]=[CH:4][C:3]=1[NH:9][C:10](=[O:35])[CH2:11][C@@H:12]([C:17]1[C:21]([CH:22]2[CH2:24][CH2:23]2)=[C:20]([C:25]2[CH:29]=[C:28]([CH2:30][C:31]([CH3:34])([CH3:33])[CH3:32])[O:27][N:26]=2)[O:19][N:18]=1)[CH2:13][CH2:14][CH2:15][OH:16].P([O-])([O-])([O-])=[O:37].Cl([O-])=O.[Na+].Cl[O-].[Na+].S([O-])([O-])=O.[Na+].[Na+], predict the reaction product. The product is: [CH:22]1([C:21]2[C:17]([C@H:12]([CH2:11][C:10](=[O:35])[NH:9][C:3]3[CH:4]=[CH:5][C:6]([Cl:8])=[CH:7][C:2]=3[Cl:1])[CH2:13][CH2:14][C:15]([OH:37])=[O:16])=[N:18][O:19][C:20]=2[C:25]2[CH:29]=[C:28]([CH2:30][C:31]([CH3:32])([CH3:34])[CH3:33])[O:27][N:26]=2)[CH2:24][CH2:23]1. (6) Given the reactants [C:1]([N:4]1[C:13]2[C:8](=[CH:9][C:10](Br)=[CH:11][CH:12]=2)[C@H:7]([NH:15][CH:16]=[O:17])[CH2:6][C@@H:5]1[CH3:18])(=[O:3])[CH3:2].[CH:19]([C:21]1[CH:26]=[CH:25][C:24](B(O)O)=[CH:23][CH:22]=1)=[O:20].C([O-])([O-])=O.[Na+].[Na+], predict the reaction product. The product is: [C:1]([N:4]1[C:13]2[C:8](=[CH:9][C:10]([C:24]3[CH:25]=[CH:26][C:21]([CH:19]=[O:20])=[CH:22][CH:23]=3)=[CH:11][CH:12]=2)[C@H:7]([NH:15][CH:16]=[O:17])[CH2:6][C@@H:5]1[CH3:18])(=[O:3])[CH3:2]. (7) The product is: [S:36]1[CH:35]=[CH:34][N:33]=[C:32]1[NH:31][S:28]([C:23]1[CH:22]=[CH:21][C:26]([NH:27][C:12]([C:6]2[NH:7][C:8]3[C:4]([CH:5]=2)=[CH:3][C:2]([Cl:1])=[CH:10][C:9]=3[Cl:11])=[O:13])=[CH:25][CH:24]=1)(=[O:30])=[O:29]. Given the reactants [Cl:1][C:2]1[CH:3]=[C:4]2[C:8](=[C:9]([Cl:11])[CH:10]=1)[NH:7][C:6]([C:12](Cl)=[O:13])=[CH:5]2.N1C=CC=CC=1.[CH:21]1[C:26]([NH2:27])=[CH:25][CH:24]=[C:23]([S:28]([NH:31][C:32]2[S:36][CH:35]=[CH:34][N:33]=2)(=[O:30])=[O:29])[CH:22]=1, predict the reaction product. (8) The product is: [Cl:22][C:7]1[C:8]([NH:12][C:13](=[O:21])[CH2:14][CH:15]2[CH2:20][CH2:19][CH2:18][CH2:17][CH2:16]2)=[C:9]2[C:4](=[CH:5][CH:6]=1)[N:3]=[C:2]([NH:32][CH2:31][CH2:30][C:29]([O:28][C:24]([CH3:27])([CH3:26])[CH3:25])=[O:33])[CH:11]=[CH:10]2. Given the reactants Cl[C:2]1[CH:11]=[CH:10][C:9]2[C:4](=[CH:5][CH:6]=[C:7]([Cl:22])[C:8]=2[NH:12][C:13](=[O:21])[CH2:14][CH:15]2[CH2:20][CH2:19][CH2:18][CH2:17][CH2:16]2)[N:3]=1.Cl.[C:24]([O:28][C:29](=[O:33])[CH2:30][CH2:31][NH2:32])([CH3:27])([CH3:26])[CH3:25], predict the reaction product. (9) Given the reactants C([O:3][CH:4](OCC)[C:5]1[S:6][CH:7]=[C:8]([C:10]([O:12][CH2:13][CH3:14])=[O:11])[N:9]=1)C, predict the reaction product. The product is: [CH:4]([C:5]1[S:6][CH:7]=[C:8]([C:10]([O:12][CH2:13][CH3:14])=[O:11])[N:9]=1)=[O:3]. (10) Given the reactants C(OC(N1CCC(N[C:14]([C:16]2[S:17][CH:18]=[CH:19][C:20]=2[NH:21][C:22]2[CH:27]=[CH:26][N:25]=[C:24]3[NH:28][CH:29]=[CH:30][C:23]=23)=[O:15])C1)=O)(C)(C)C.[NH2:31][CH2:32][CH:33]([NH:40]C(=O)OC(C)(C)C)[C:34]1[CH:39]=[CH:38][CH:37]=[CH:36][CH:35]=1, predict the reaction product. The product is: [NH2:40][CH:33]([C:34]1[CH:35]=[CH:36][CH:37]=[CH:38][CH:39]=1)[CH2:32][NH:31][C:14]([C:16]1[S:17][CH:18]=[CH:19][C:20]=1[NH:21][C:22]1[CH:27]=[CH:26][N:25]=[C:24]2[NH:28][CH:29]=[CH:30][C:23]=12)=[O:15].